This data is from Forward reaction prediction with 1.9M reactions from USPTO patents (1976-2016). The task is: Predict the product of the given reaction. (1) Given the reactants [CH3:1][C:2]1[CH:3]=[C:4]([CH:6]=[CH:7][CH:8]=1)[NH2:5].CS[C:11](=[C:14]([C:17]#[N:18])[C:15]#[N:16])SC.[NH2:19][C@H:20]1[CH2:26][CH2:25][CH2:24][CH2:23][N:22]([CH2:27][C:28]([N:30]2[CH2:34][CH2:33][CH2:32][CH2:31]2)=[O:29])[C:21]1=[O:35], predict the reaction product. The product is: [C:15]([C:14]([C:17]#[N:18])=[C:11]([NH:19][C@H:20]1[CH2:26][CH2:25][CH2:24][CH2:23][N:22]([CH2:27][C:28]([N:30]2[CH2:31][CH2:32][CH2:33][CH2:34]2)=[O:29])[C:21]1=[O:35])[NH:5][C:4]1[CH:6]=[CH:7][CH:8]=[C:2]([CH3:1])[CH:3]=1)#[N:16]. (2) Given the reactants [Cl:1][C:2]1[CH:7]=[CH:6][CH:5]=[CH:4][C:3]=1/[CH:8]=[CH:9]/[CH3:10].CC[C@H]1[C@H]2C[C@H]([C@H](OC3C4C(=CC=CC=4)C(O[C@H](C4C=CN=C5C=4C=C(OC)C=C5)[C@@H]4N5C[C@H](CC)[C@@H](CC5)C4)=NN=3)C3C=CN=C4C=3C=C([O:32]C)C=C4)N(CC2)C1.CC(O)(C)C.[OH2:74], predict the reaction product. The product is: [Cl:1][C:2]1[CH:7]=[CH:6][CH:5]=[CH:4][C:3]=1[C@H:8]([OH:32])[C@@H:9]([OH:74])[CH3:10].